From a dataset of Peptide-MHC class II binding affinity with 134,281 pairs from IEDB. Regression. Given a peptide amino acid sequence and an MHC pseudo amino acid sequence, predict their binding affinity value. This is MHC class II binding data. (1) The peptide sequence is EVDQTKIQYVIRAQL. The MHC is DRB1_0401 with pseudo-sequence DRB1_0401. The binding affinity (normalized) is 0.256. (2) The peptide sequence is SIVACAKFTCAKSMS. The MHC is DRB1_0701 with pseudo-sequence DRB1_0701. The binding affinity (normalized) is 0.719. (3) The peptide sequence is SSKLNKFISPKSVIG. The MHC is DRB1_1101 with pseudo-sequence DRB1_1101. The binding affinity (normalized) is 0.561. (4) The peptide sequence is LRLFMALVAFLRFLT. The MHC is DRB1_1501 with pseudo-sequence DRB1_1501. The binding affinity (normalized) is 0.388. (5) The peptide sequence is DIFTNSRGKRASKGN. The MHC is DRB1_0802 with pseudo-sequence DRB1_0802. The binding affinity (normalized) is 0.329.